This data is from Forward reaction prediction with 1.9M reactions from USPTO patents (1976-2016). The task is: Predict the product of the given reaction. (1) The product is: [Br:1][C:2]1[CH:3]=[N:4][C:5]2[N:6]([N:8]=[C:9]([C:11]([N:25]3[CH2:24][CH2:23][C:22]4[C:27](=[CH:28][CH:29]=[CH:30][C:21]=4[C:18]4[CH:19]=[N:20][C:15]([F:14])=[CH:16][CH:17]=4)[CH:26]3[CH3:31])=[O:13])[CH:10]=2)[CH:7]=1. Given the reactants [Br:1][C:2]1[CH:3]=[N:4][C:5]2[N:6]([N:8]=[C:9]([C:11]([OH:13])=O)[CH:10]=2)[CH:7]=1.[F:14][C:15]1[N:20]=[CH:19][C:18]([C:21]2[CH:30]=[CH:29][CH:28]=[C:27]3[C:22]=2[CH2:23][CH2:24][NH:25][CH:26]3[CH3:31])=[CH:17][CH:16]=1, predict the reaction product. (2) Given the reactants Br[C:2]1[N:6]([S:7]([C:10]2[CH:11]=[N:12][CH:13]=[CH:14][CH:15]=2)(=[O:9])=[O:8])[CH:5]=[C:4]([CH2:16][N:17]([CH3:25])[C:18](=[O:24])[O:19][C:20]([CH3:23])([CH3:22])[CH3:21])[CH:3]=1.[F:26][C:27]1[CH:32]=[CH:31][CH:30]=[C:29]([O:33][CH3:34])[C:28]=1B(O)O.C(=O)([O-])O.[Na+].COCCOC, predict the reaction product. The product is: [F:26][C:27]1[CH:32]=[CH:31][CH:30]=[C:29]([O:33][CH3:34])[C:28]=1[C:2]1[N:6]([S:7]([C:10]2[CH:11]=[N:12][CH:13]=[CH:14][CH:15]=2)(=[O:9])=[O:8])[CH:5]=[C:4]([CH2:16][N:17]([CH3:25])[C:18](=[O:24])[O:19][C:20]([CH3:23])([CH3:22])[CH3:21])[CH:3]=1.